This data is from Full USPTO retrosynthesis dataset with 1.9M reactions from patents (1976-2016). The task is: Predict the reactants needed to synthesize the given product. (1) The reactants are: Br[C:2]1[N:6]([CH:7]([CH3:9])[CH3:8])[C:5]2[CH:10]([C:26]3[CH:31]=[CH:30][C:29]([Cl:32])=[CH:28][CH:27]=3)[N:11]([C:14]3[CH:15]=[C:16]([CH3:25])[C:17]4[N:18]([C:20]([CH2:23][F:24])=[N:21][N:22]=4)[CH:19]=3)[C:12](=[O:13])[C:4]=2[N:3]=1.[CH3:33][O:34][C:35]1[C:40](B(O)O)=[CH:39][CH:38]=[CH:37][N:36]=1.C([O-])(O)=O.[Na+]. Given the product [Cl:32][C:29]1[CH:30]=[CH:31][C:26]([CH:10]2[C:5]3[N:6]([CH:7]([CH3:9])[CH3:8])[C:2]([C:40]4[C:35]([O:34][CH3:33])=[N:36][CH:37]=[CH:38][CH:39]=4)=[N:3][C:4]=3[C:12](=[O:13])[N:11]2[C:14]2[CH:15]=[C:16]([CH3:25])[C:17]3[N:18]([C:20]([CH2:23][F:24])=[N:21][N:22]=3)[CH:19]=2)=[CH:27][CH:28]=1, predict the reactants needed to synthesize it. (2) Given the product [CH3:17][N:11]1[CH2:10][CH2:9][C:8]2[C:13](=[CH:14][CH:15]=[C:6]([C:2]3[S:1][CH:5]=[CH:4][CH:3]=3)[CH:7]=2)[C:12]1=[O:16], predict the reactants needed to synthesize it. The reactants are: [S:1]1[CH:5]=[CH:4][CH:3]=[C:2]1[C:6]1[CH:7]=[C:8]2[C:13](=[CH:14][CH:15]=1)[C:12](=[O:16])[NH:11][CH2:10][CH2:9]2.[CH3:17]I.